Regression/Classification. Given a drug SMILES string, predict its toxicity properties. Task type varies by dataset: regression for continuous values (e.g., LD50, hERG inhibition percentage) or binary classification for toxic/non-toxic outcomes (e.g., AMES mutagenicity, cardiotoxicity, hepatotoxicity). Dataset: herg_karim. From a dataset of hERG potassium channel inhibition data for cardiac toxicity prediction from Karim et al.. The drug is COc1ccc(CCn2ncc(C(=O)c3ccc(C)c(C)c3)n2)cc1. The result is 0 (non-blocker).